Task: Predict which catalyst facilitates the given reaction.. Dataset: Catalyst prediction with 721,799 reactions and 888 catalyst types from USPTO (1) Reactant: [F:1][C:2]1([C:12](OC)=[O:13])[CH:9]2[CH2:10][CH:5]3[CH2:6][CH:7]([CH2:11][CH:3]1[CH2:4]3)[CH2:8]2.CO.[BH4-].[Li+].[Cl-].[NH4+]. The catalyst class is: 7. Product: [F:1][C:2]1([CH2:12][OH:13])[CH:9]2[CH2:10][CH:5]3[CH2:6][CH:7]([CH2:11][CH:3]1[CH2:4]3)[CH2:8]2. (2) Reactant: [CH2:1]([N:8]1[CH:12]=[C:11]([N+:13]([O-:15])=[O:14])[C:10]([C:16]([O:18]CC2C=CC=CC=2)=[O:17])=[N:9]1)[C:2]1[CH:7]=[CH:6][CH:5]=[CH:4][CH:3]=1.[Li+].[OH-].Cl. Product: [CH2:1]([N:8]1[CH:12]=[C:11]([N+:13]([O-:15])=[O:14])[C:10]([C:16]([OH:18])=[O:17])=[N:9]1)[C:2]1[CH:3]=[CH:4][CH:5]=[CH:6][CH:7]=1. The catalyst class is: 92. (3) Reactant: [Br:1][C:2]1[CH:3]=[CH:4][C:5]([O:12][CH3:13])=[C:6]([S:8](Cl)(=[O:10])=[O:9])[CH:7]=1.[NH2:14][C:15]1([C:18]#[N:19])[CH2:17][CH2:16]1.CCN(CC)CC. Product: [Br:1][C:2]1[CH:3]=[CH:4][C:5]([O:12][CH3:13])=[C:6]([S:8]([NH:14][C:15]2([C:18]#[N:19])[CH2:17][CH2:16]2)(=[O:10])=[O:9])[CH:7]=1. The catalyst class is: 473. (4) Reactant: [F:1][C:2]([F:29])([F:28])[S:3]([C:6]1[CH:27]=[CH:26][C:9]([NH:10][CH:11]2[CH2:16][CH2:15][CH:14]([O:17][CH2:18][C:19]([O:21]C(C)(C)C)=[O:20])[CH2:13][CH2:12]2)=[CH:8][CH:7]=1)(=[O:5])=[O:4]. Product: [F:28][C:2]([F:1])([F:29])[S:3]([C:6]1[CH:27]=[CH:26][C:9]([NH:10][CH:11]2[CH2:16][CH2:15][CH:14]([O:17][CH2:18][C:19]([OH:21])=[O:20])[CH2:13][CH2:12]2)=[CH:8][CH:7]=1)(=[O:4])=[O:5]. The catalyst class is: 55. (5) Reactant: [N+:1]([C:4]1[CH:5]=[C:6]([CH:10]=[CH:11][CH:12]=1)[C:7]([OH:9])=O)([O-:3])=[O:2].[NH:13]1[CH2:17][CH2:16][CH2:15][CH2:14]1.OC1C2N=NNC=2C=CC=1.CNC(N=C=NCC)CCNC.C(NC(C)C)(C)C. Product: [N+:1]([C:4]1[CH:5]=[C:6]([CH:10]=[CH:11][CH:12]=1)[C:7]([N:13]1[CH2:17][CH2:16][CH2:15][CH2:14]1)=[O:9])([O-:3])=[O:2]. The catalyst class is: 4. (6) Reactant: FC(F)(F)C(O)=O.C(OC(=O)[NH:14][CH2:15][CH:16]1[CH2:21][CH2:20][N:19]([C:22]2[CH:27]=[CH:26][C:25]([C:28]([F:31])([F:30])[F:29])=[CH:24][CH:23]=2)[CH2:18][CH2:17]1)(C)(C)C. Product: [F:30][C:28]([F:29])([F:31])[C:25]1[CH:24]=[CH:23][C:22]([N:19]2[CH2:20][CH2:21][CH:16]([CH2:15][NH2:14])[CH2:17][CH2:18]2)=[CH:27][CH:26]=1. The catalyst class is: 4. (7) Reactant: [Cl:1]/[C:2](/[C:26]([F:29])([F:28])[F:27])=[CH:3]\[CH:4]1[CH:6]([C:7](=[O:23])/[CH:8]=[CH:9]/[C:10]2[CH:15]=[CH:14][CH:13]=[C:12]([O:16][C:17]3[CH:22]=[CH:21][CH:20]=[CH:19][CH:18]=3)[CH:11]=2)[C:5]1([CH3:25])[CH3:24].[Si]([C:34]#[N:35])(C)(C)C.C([O-])([O-])=O.[Cs+].[Cs+].O. Product: [Cl:1]/[C:2](/[C:26]([F:27])([F:28])[F:29])=[CH:3]\[CH:4]1[CH:6]([C:7](=[O:23])[CH2:8][CH:9]([C:10]2[CH:15]=[CH:14][CH:13]=[C:12]([O:16][C:17]3[CH:22]=[CH:21][CH:20]=[CH:19][CH:18]=3)[CH:11]=2)[C:34]#[N:35])[C:5]1([CH3:25])[CH3:24]. The catalyst class is: 12. (8) Reactant: [NH2:1][C:2]1[C:10]2[O:9][CH:8]([CH2:11][OH:12])[CH2:7][C:6]=2[CH:5]=[C:4]([CH3:13])[CH:3]=1.C1C(=O)N([Br:21])C(=O)C1. Product: [NH2:1][C:2]1[C:10]2[O:9][CH:8]([CH2:11][OH:12])[CH2:7][C:6]=2[C:5]([Br:21])=[C:4]([CH3:13])[CH:3]=1. The catalyst class is: 3. (9) Reactant: [H-].[Na+].[Cl:3][C:4]1[CH:5]=[C:6]([CH:35]=[CH:36][C:37]=1[Cl:38])[CH2:7][CH:8]1[C:17]2[C:12](=[CH:13][CH:14]=[C:15]([O:18][CH2:19][CH2:20][NH:21][S:22]([CH2:25][CH2:26][CH3:27])(=[O:24])=[O:23])[CH:16]=2)[CH2:11][CH2:10][CH:9]1[NH:28]C(=O)C(F)(F)F.I[CH3:40].[Na+].[Cl-]. Product: [ClH:3].[NH2:28][CH:9]1[CH:8]([CH2:7][C:6]2[CH:35]=[CH:36][C:37]([Cl:38])=[C:4]([Cl:3])[CH:5]=2)[C:17]2[CH:16]=[C:15]([O:18][CH2:19][CH2:20][N:21]([CH3:40])[S:22]([CH2:25][CH2:26][CH3:27])(=[O:23])=[O:24])[CH:14]=[CH:13][C:12]=2[CH2:11][CH2:10]1. The catalyst class is: 44.